Dataset: Catalyst prediction with 721,799 reactions and 888 catalyst types from USPTO. Task: Predict which catalyst facilitates the given reaction. (1) Reactant: [NH:1]1[C:9]2[C:4](=[CH:5][C:6]([O:10][C:11](=[O:17])[N:12]([CH2:15][CH3:16])[CH2:13][CH3:14])=[CH:7][CH:8]=2)[CH:3]=[CH:2]1.[H-].[Na+].[CH3:20][C:21]([Si:24](Cl)([CH3:26])[CH3:25])([CH3:23])[CH3:22]. Product: [C:21]([Si:24]([CH3:26])([CH3:25])[N:1]1[C:9]2[C:4](=[CH:5][C:6]([O:10][C:11](=[O:17])[N:12]([CH2:15][CH3:16])[CH2:13][CH3:14])=[CH:7][CH:8]=2)[CH:3]=[CH:2]1)([CH3:23])([CH3:22])[CH3:20]. The catalyst class is: 1. (2) Reactant: [CH3:1][N:2]1[CH2:7][CH2:6][N:5]([CH2:8][C:9]2[CH:14]=[CH:13][CH:12]=[C:11]([N+:15]([O-])=O)[CH:10]=2)[CH2:4][CH2:3]1.[NH4+].[Cl-]. Product: [CH3:1][N:2]1[CH2:7][CH2:6][N:5]([CH2:8][C:9]2[CH:10]=[C:11]([NH2:15])[CH:12]=[CH:13][CH:14]=2)[CH2:4][CH2:3]1. The catalyst class is: 314. (3) The catalyst class is: 7. Product: [CH:1]([C:4]1[C:8]([CH2:9][CH2:10][CH2:11][CH2:12][O:13][C:25]2[CH:30]=[CH:29][CH:28]=[CH:27][C:26]=2[CH2:31][C:32]([OH:34])=[O:33])=[CH:7][N:6]([C:14]2[CH:19]=[CH:18][C:17]([C:20]([F:22])([F:21])[F:23])=[CH:16][N:15]=2)[N:5]=1)([CH3:3])[CH3:2]. Reactant: [CH:1]([C:4]1[C:8]([CH2:9][CH2:10][CH2:11][CH2:12][OH:13])=[CH:7][N:6]([C:14]2[CH:19]=[CH:18][C:17]([C:20]([F:23])([F:22])[F:21])=[CH:16][N:15]=2)[N:5]=1)([CH3:3])[CH3:2].O[C:25]1[CH:30]=[CH:29][CH:28]=[CH:27][C:26]=1[CH2:31][C:32]([O:34]C)=[O:33].C(P(CCCC)CCCC)CCC.N(C(N1CCCCC1)=O)=NC(N1CCCCC1)=O. (4) Reactant: OP([O-])(O)=O.[K+].OP([O-])([O-])=O.[K+].[K+].[NH2:14][C:15]1[C:20]([OH:21])=[CH:19][CH:18]=[CH:17][C:16]=1[OH:22].[Cl:23][CH2:24][C:25](Cl)=[O:26]. Product: [Cl:23][CH2:24][C:25]([NH:14][C:15]1[C:20]([OH:21])=[CH:19][CH:18]=[CH:17][C:16]=1[OH:22])=[O:26]. The catalyst class is: 6. (5) Reactant: [CH3:1][S:2]([O:5][CH2:6][CH2:7][CH2:8][NH:9][S:10]([C:13]1[CH:18]=[C:17]([F:19])[C:16]([CH2:20][S:21][C:22]2[N:23]([C:39]3[CH:44]=[CH:43][C:42]([F:45])=[CH:41][CH:40]=3)[C:24]([C:27]([C:30]3[CH:35]=[CH:34][C:33]([F:36])=[C:32]([O:37][CH3:38])[CH:31]=3)([CH3:29])[CH3:28])=[CH:25][N:26]=2)=[C:15]([Cl:46])[CH:14]=1)(=[O:12])=[O:11])(=[O:4])=[O:3].[CH3:47][N:48]1[CH:52]=[CH:51][N:50]=[CH:49]1. Product: [CH3:1][S:2]([O-:5])(=[O:4])=[O:3].[Cl:46][C:15]1[CH:14]=[C:13]([S:10]([NH:9][CH2:8][CH2:7][CH2:6][N+:50]2[CH:51]=[CH:52][N:48]([CH3:47])[CH:49]=2)(=[O:11])=[O:12])[CH:18]=[C:17]([F:19])[C:16]=1[CH2:20][S:21][C:22]1[N:23]([C:39]2[CH:40]=[CH:41][C:42]([F:45])=[CH:43][CH:44]=2)[C:24]([C:27]([C:30]2[CH:35]=[CH:34][C:33]([F:36])=[C:32]([O:37][CH3:38])[CH:31]=2)([CH3:29])[CH3:28])=[CH:25][N:26]=1. The catalyst class is: 23. (6) Reactant: Br[C:2]1[CH:3]=[C:4]([CH2:8][OH:9])[CH:5]=[CH:6][CH:7]=1.[CH3:10][C:11]1([CH3:27])[C:15]([CH3:17])([CH3:16])[O:14][B:13]([B:13]2[O:14][C:15]([CH3:17])([CH3:16])[C:11]([CH3:27])([CH3:10])[O:12]2)[O:12]1.C([O-])(=O)C.[K+]. Product: [CH3:10][C:11]1([CH3:27])[C:15]([CH3:17])([CH3:16])[O:14][B:13]([C:2]2[CH:3]=[C:4]([CH2:8][OH:9])[CH:5]=[CH:6][CH:7]=2)[O:12]1. The catalyst class is: 658. (7) Reactant: I[C:2]1[CH:7]=[CH:6][C:5]([NH2:8])=[C:4]([C:9]([F:12])([F:11])[F:10])[CH:3]=1.[CH3:13][N:14](C=O)C. Product: [NH2:8][C:5]1[CH:6]=[CH:7][C:2]([C:13]#[N:14])=[CH:3][C:4]=1[C:9]([F:12])([F:11])[F:10]. The catalyst class is: 380. (8) Reactant: C[O:2][C:3]([C:5]1[CH:6]=[CH:7][C:8]2[S:9][CH2:10][C:11](=[O:15])[NH:12][C:13]=2[N:14]=1)=O.C([BH-](CC)CC)C.[Li+].C(O)(=O)C.OO.S(S([O-])=O)([O-])(=O)=O.[Na+].[Na+]. Product: [OH:2][CH2:3][C:5]1[CH:6]=[CH:7][C:8]2[S:9][CH2:10][C:11](=[O:15])[NH:12][C:13]=2[N:14]=1. The catalyst class is: 36.